Dataset: Reaction yield outcomes from USPTO patents with 853,638 reactions. Task: Predict the reaction yield, written as a fraction of the theoretical maximum amount of product (1.0 means a 100% yield; for example, 0.34 means a 34% yield). (1) The reactants are C(O[BH-](OC(=O)C)OC(=O)C)(=O)C.[Na+].[NH2:15][CH:16]1[C:24]2[C:19](=[CH:20][C:21]([CH2:25][C:26]3[CH:27]=[C:28]([CH2:36][OH:37])[CH:29]=[C:30]([C:32]([F:35])([F:34])[F:33])[CH:31]=3)=[CH:22][CH:23]=2)[CH2:18][CH2:17]1.[F:38][C:39]([F:49])([F:48])[C:40]1[C:41]([CH:46]=O)=[N:42][CH:43]=[CH:44][CH:45]=1.C([O-])(O)=O.[Na+]. The catalyst is C(Cl)Cl. The product is [F:35][C:32]([F:33])([F:34])[C:30]1[CH:29]=[C:28]([CH2:36][OH:37])[CH:27]=[C:26]([CH2:25][C:21]2[CH:20]=[C:19]3[C:24](=[CH:23][CH:22]=2)[CH:16]([NH:15][CH2:46][C:41]2[C:40]([C:39]([F:48])([F:38])[F:49])=[CH:45][CH:44]=[CH:43][N:42]=2)[CH2:17][CH2:18]3)[CH:31]=1. The yield is 0.421. (2) The reactants are Cl.[CH3:2][S:3]([C:6]1[CH:11]=[CH:10][C:9]([C:12]2[CH:17]=[CH:16][C:15]([O:18][CH2:19][CH:20]3[CH2:25][CH2:24][NH:23][CH2:22][CH2:21]3)=[CH:14][CH:13]=2)=[CH:8][CH:7]=1)(=[O:5])=[O:4].[F:26][C:27]([F:35])([F:34])[C:28]1([C:31](O)=[O:32])[CH2:30][CH2:29]1.C(Cl)CCl.C1C=CC2N(O)N=NC=2C=1.CCN(C(C)C)C(C)C. The catalyst is CN(CC1C=C(CN(C)C)C(O)=C(CN(C)C)C=1)C.C(Cl)Cl. The product is [CH3:2][S:3]([C:6]1[CH:7]=[CH:8][C:9]([C:12]2[CH:17]=[CH:16][C:15]([O:18][CH2:19][CH:20]3[CH2:25][CH2:24][N:23]([C:31]([C:28]4([C:27]([F:35])([F:34])[F:26])[CH2:30][CH2:29]4)=[O:32])[CH2:22][CH2:21]3)=[CH:14][CH:13]=2)=[CH:10][CH:11]=1)(=[O:5])=[O:4]. The yield is 0.320. (3) The reactants are [Cl:1][C:2]1[C:3]([O:9][C:10]2[CH:17]=[C:16]([O:18][CH2:19][CH2:20][CH2:21][O:22][CH3:23])[CH:15]=[CH:14][C:11]=2[CH:12]=O)=[N:4][CH:5]=[C:6]([Cl:8])[CH:7]=1.[CH3:24][CH:25](C(O)=O)[C:26]([OH:28])=[O:27].N1CCCC1.Cl. The catalyst is C(O)(=O)C.O. The product is [Cl:1][C:2]1[C:3]([O:9][C:10]2[CH:17]=[C:16]([O:18][CH2:19][CH2:20][CH2:21][O:22][CH3:23])[CH:15]=[CH:14][C:11]=2/[CH:12]=[C:25](\[CH3:24])/[C:26]([OH:28])=[O:27])=[N:4][CH:5]=[C:6]([Cl:8])[CH:7]=1. The yield is 0.760. (4) The reactants are [CH3:1][O:2][C:3](=[O:16])[CH2:4][S:5][C:6]1[C:11]([CH:12]=O)=[C:10]([Cl:14])[N:9]=[C:8]([NH2:15])[N:7]=1.C([O-])([O-])=O.[K+].[K+].O. The catalyst is O1CCOCC1. The product is [CH3:1][O:2][C:3]([C:4]1[S:5][C:6]2[N:7]=[C:8]([NH2:15])[N:9]=[C:10]([Cl:14])[C:11]=2[CH:12]=1)=[O:16]. The yield is 0.840. (5) The reactants are [Cl:1][C:2]1[C:3]([F:22])=[C:4]([CH:19]=[CH:20][CH:21]=1)[NH:5][C:6]1[C:15]2[C:10](=[CH:11][C:12]([O:17][CH3:18])=[C:13]([OH:16])[CH:14]=2)[N:9]=[CH:8][N:7]=1.[C:23]([O:27][C:28]([N:30]1[CH2:34][CH2:33][C@@H:32](OS(C2C=CC([N+]([O-])=O)=CC=2)(=O)=O)[CH2:31]1)=[O:29])([CH3:26])([CH3:25])[CH3:24].[F-].[Cs+]. The catalyst is CN(C)C=O. The product is [Cl:1][C:2]1[C:3]([F:22])=[C:4]([CH:19]=[CH:20][CH:21]=1)[NH:5][C:6]1[C:15]2[C:10](=[CH:11][C:12]([O:17][CH3:18])=[C:13]([O:16][C@H:33]3[CH2:32][CH2:31][N:30]([C:28]([O:27][C:23]([CH3:26])([CH3:25])[CH3:24])=[O:29])[CH2:34]3)[CH:14]=2)[N:9]=[CH:8][N:7]=1. The yield is 0.950.